Dataset: Peptide-MHC class I binding affinity with 185,985 pairs from IEDB/IMGT. Task: Regression. Given a peptide amino acid sequence and an MHC pseudo amino acid sequence, predict their binding affinity value. This is MHC class I binding data. The peptide sequence is YLYETYHLI. The MHC is HLA-B51:01 with pseudo-sequence HLA-B51:01. The binding affinity (normalized) is 0.233.